Dataset: Forward reaction prediction with 1.9M reactions from USPTO patents (1976-2016). Task: Predict the product of the given reaction. The product is: [F:1][C:2]1[CH:44]=[CH:43][C:5]([CH:6]([OH:7])[C:8]2[CH:17]=[CH:16][CH:15]=[C:14]3[C:9]=2[CH:10]=[CH:11][CH:12]=[C:13]3[C:18]2[C:30]3[C:29]4[C:24](=[CH:25][C:26]([C:31]([N:33]5[CH2:34][CH2:35][N:36]([CH3:39])[CH2:37][CH2:38]5)=[O:32])=[CH:27][CH:28]=4)[NH:23][C:22]=3[C:21]([C:40]([NH2:42])=[O:41])=[CH:20][CH:19]=2)=[CH:4][CH:3]=1. Given the reactants [F:1][C:2]1[CH:44]=[CH:43][C:5]([C:6]([C:8]2[CH:17]=[CH:16][CH:15]=[C:14]3[C:9]=2[CH:10]=[CH:11][CH:12]=[C:13]3[C:18]2[C:30]3[C:29]4[C:24](=[CH:25][C:26]([C:31]([N:33]5[CH2:38][CH2:37][N:36]([CH3:39])[CH2:35][CH2:34]5)=[O:32])=[CH:27][CH:28]=4)[NH:23][C:22]=3[C:21]([C:40]([NH2:42])=[O:41])=[CH:20][CH:19]=2)=[O:7])=[CH:4][CH:3]=1.[BH4-].[Na+], predict the reaction product.